From a dataset of Retrosynthesis with 50K atom-mapped reactions and 10 reaction types from USPTO. Predict the reactants needed to synthesize the given product. (1) Given the product CCOC(=O)C(C)Oc1ccc(F)cc1Br, predict the reactants needed to synthesize it. The reactants are: CCOC(=O)C(C)Br.Oc1ccc(F)cc1Br. (2) Given the product CN(C)C(=O)N(CC=O)CCCc1ccc(C#N)cc1, predict the reactants needed to synthesize it. The reactants are: CN(C)C(=O)N(CCO)CCCc1ccc(C#N)cc1.